This data is from Full USPTO retrosynthesis dataset with 1.9M reactions from patents (1976-2016). The task is: Predict the reactants needed to synthesize the given product. (1) Given the product [Cl:8][C:4]1[CH:5]=[CH:6][CH:7]=[C:2]([Cl:1])[C:3]=1[CH2:9][S:10]([C:13]1[CH:14]=[C:15]2[C:19](=[CH:20][CH:21]=1)[NH:18][C:17](=[O:22])/[C:16]/2=[CH:23]\[C:24]1[NH:28][C:27]([CH3:29])=[C:26]([C:30]([N:60]2[CH2:61][CH2:62][CH2:63][C@H:59]2[CH2:58][O:57][CH3:56])=[O:32])[C:25]=1[CH3:33])(=[O:11])=[O:12], predict the reactants needed to synthesize it. The reactants are: [Cl:1][C:2]1[CH:7]=[CH:6][CH:5]=[C:4]([Cl:8])[C:3]=1[CH2:9][S:10]([C:13]1[CH:14]=[C:15]2[C:19](=[CH:20][CH:21]=1)[NH:18][C:17](=[O:22])/[C:16]/2=[CH:23]\[C:24]1[NH:28][C:27]([CH3:29])=[C:26]([C:30]([OH:32])=O)[C:25]=1[CH3:33])(=[O:12])=[O:11].C1C=CC2N(O)N=NC=2C=1.CCN=C=NCCCN(C)C.Cl.[CH3:56][O:57][CH2:58][C@H:59]1[CH2:63][CH2:62][CH2:61][NH:60]1. (2) The reactants are: [Cl:1][C:2]1[C:11]2[C:6](=[CH:7][CH:8]=[C:9](I)[CH:10]=2)[N:5]=[C:4]([CH3:13])[CH:3]=1.[NH:14]1[CH2:18][CH2:17][CH2:16][C:15]1=[O:19].P([O-])([O-])([O-])=O.[K+].[K+].[K+].CNCCNC. Given the product [Cl:1][C:2]1[C:11]2[C:6](=[CH:7][CH:8]=[C:9]([N:14]3[CH2:18][CH2:17][CH2:16][C:15]3=[O:19])[CH:10]=2)[N:5]=[C:4]([CH3:13])[CH:3]=1, predict the reactants needed to synthesize it. (3) Given the product [F:1][C:2]1[CH:10]=[C:9]2[C:5]([CH:6]=[N:7][N:8]2[CH3:11])=[C:4]([CH:12]([NH2:14])[CH3:13])[CH:3]=1, predict the reactants needed to synthesize it. The reactants are: [F:1][C:2]1[CH:10]=[C:9]2[C:5]([CH:6]=[N:7][N:8]2[CH3:11])=[C:4]([C:12](=[N:14]O)[CH3:13])[CH:3]=1.[NH4+].[Cl-]. (4) Given the product [CH2:7]([O:8][C:9]([N:21]([CH2:19][CH3:20])[CH:22]1[CH2:23][CH2:24][N:25]([C:28]([O:30][C:31]([CH3:33])([CH3:32])[CH3:34])=[O:29])[CH2:26][CH2:27]1)=[O:10])[C:4]1[CH:5]=[CH:6][CH:1]=[CH:2][CH:3]=1, predict the reactants needed to synthesize it. The reactants are: [CH:1]1[CH:6]=[CH:5][C:4]([CH2:7][O:8][C:9](Cl)=[O:10])=[CH:3][CH:2]=1.C1(C)C=CC=CC=1.[CH2:19]([NH:21][CH:22]1[CH2:27][CH2:26][N:25]([C:28]([O:30][C:31]([CH3:34])([CH3:33])[CH3:32])=[O:29])[CH2:24][CH2:23]1)[CH3:20].C([O-])([O-])=O.[K+].[K+]. (5) Given the product [Br:1][CH2:2][C@H:3]1[O:11][C:18](=[O:27])[CH2:17][C@H:4]1[OH:9], predict the reactants needed to synthesize it. The reactants are: [Br:1][CH2:2][C@@H:3]([OH:11])[C@H:4]1[O:9]C(=O)C[C@H]1O.C(N([CH2:17][CH3:18])CC)C.CCCCCC.C(OCC)(=[O:27])C. (6) Given the product [OH:23][CH2:22][C:18]1[CH:17]=[CH:16][C:15]2[C:20](=[CH:21][C:12]3[CH2:11][C@:3]4([C:4]5[C:5](=[N:6][CH:7]=[CH:8][CH:9]=5)[NH:10][C:2]4=[O:1])[CH2:24][C:13]=3[CH:14]=2)[N:19]=1, predict the reactants needed to synthesize it. The reactants are: [O:1]=[C:2]1[NH:10][C:5]2=[N:6][CH:7]=[CH:8][CH:9]=[C:4]2[C@:3]21[CH2:24][C:13]1[CH:14]=[C:15]3[C:20](=[CH:21][C:12]=1[CH2:11]2)[N:19]=[C:18]([CH:22]=[O:23])[CH:17]=[CH:16]3.[BH4-].[Na+]. (7) Given the product [CH3:32][O:31][CH2:30][C:10]1[CH:11]=[C:12]([O:15][CH2:16][CH2:17][C:18]2[N:19]=[C:20]([C:24]3[CH:25]=[CH:26][CH:27]=[CH:28][CH:29]=3)[O:21][C:22]=2[CH3:23])[CH:13]=[CH:14][C:9]=1[O:8][C:5]([CH3:7])([CH3:6])[C:4]([OH:33])=[O:3], predict the reactants needed to synthesize it. The reactants are: C([O:3][C:4](=[O:33])[C:5]([O:8][C:9]1[CH:14]=[CH:13][C:12]([O:15][CH2:16][CH2:17][C:18]2[N:19]=[C:20]([C:24]3[CH:29]=[CH:28][CH:27]=[CH:26][CH:25]=3)[O:21][C:22]=2[CH3:23])=[CH:11][C:10]=1[CH2:30][O:31][CH3:32])([CH3:7])[CH3:6])C.[OH-].[Na+].